From a dataset of Blood-brain barrier penetration binary classification data from Martins et al.. Regression/Classification. Given a drug SMILES string, predict its absorption, distribution, metabolism, or excretion properties. Task type varies by dataset: regression for continuous measurements (e.g., permeability, clearance, half-life) or binary classification for categorical outcomes (e.g., BBB penetration, CYP inhibition). Dataset: bbb_martins. (1) The drug is C/C=C/C=C/C1OC(O)(C(CC)C(=O)NC/C=C/C=C(\C)C(OC)C(C)C2OC(/C=C/C=C/C=C(\C)C(=O)c3c(O)n(C)ccc3=O)C(O)C2O)C(O)C(OC2OC(C)C(OC3OC(C)C(OC)C(O)C3OC)C(OC)C2O)C1(C)C. The result is 0 (does not penetrate BBB). (2) The drug is COc1ccc2c(c1)N(CCC1CCCCN1C)c1ccccc1S2. The result is 1 (penetrates BBB). (3) The compound is CN(C)CCOC1(Cc2ccccc2)CC2CCC1(C)C2(C)C. The result is 1 (penetrates BBB).